From a dataset of Acute oral toxicity (LD50) regression data from Zhu et al.. Regression/Classification. Given a drug SMILES string, predict its toxicity properties. Task type varies by dataset: regression for continuous values (e.g., LD50, hERG inhibition percentage) or binary classification for toxic/non-toxic outcomes (e.g., AMES mutagenicity, cardiotoxicity, hepatotoxicity). Dataset: ld50_zhu. (1) The molecule is Cc1ccc(NCCCc2ccccc2)cc1. The rat oral LD50 is 2.15, given as -log10 of the dose in mol/kg body weight (higher means more acutely toxic). (2) The molecule is O=C(c1ccc(O)cc1O)c1ccc(O)cc1O. The rat oral LD50 is 2.31, given as -log10 of the dose in mol/kg body weight (higher means more acutely toxic).